From a dataset of Catalyst prediction with 721,799 reactions and 888 catalyst types from USPTO. Predict which catalyst facilitates the given reaction. (1) Reactant: Cl[C:2]1[CH:7]=[C:6]([Cl:8])[N:5]=[N:4][C:3]=1[O:9][C:10]1[CH:15]=[CH:14][CH:13]=[CH:12][C:11]=1[CH3:16].[CH3:17][O-:18].[Na+]. Product: [Cl:8][C:6]1[N:5]=[N:4][C:3]([O:9][C:10]2[CH:15]=[CH:14][CH:13]=[CH:12][C:11]=2[CH3:16])=[C:2]([O:18][CH3:17])[CH:7]=1. The catalyst class is: 5. (2) Reactant: C([Li])CCC.Br[C:7]1[N:12]=[C:11]([CH3:13])[C:10]([O:14][CH3:15])=[C:9]([CH3:16])[CH:8]=1.[Br:17][C:18]1[CH:23]=[C:22](/[C:24](/[C:32]2[CH:37]=[CH:36][CH:35]=[C:34]([F:38])[C:33]=2[C:39]#[N:40])=[N:25]\S(C(C)(C)C)=O)[CH:21]=[CH:20][N:19]=1.Cl.C(OCC)C. Product: [Br:17][C:18]1[CH:23]=[C:22]([C:24]2([C:7]3[CH:8]=[C:9]([CH3:16])[C:10]([O:14][CH3:15])=[C:11]([CH3:13])[N:12]=3)[C:32]3[C:33](=[C:34]([F:38])[CH:35]=[CH:36][CH:37]=3)[C:39]([NH2:40])=[N:25]2)[CH:21]=[CH:20][N:19]=1. The catalyst class is: 36. (3) Reactant: [Br:1][C:2]1[S:3][C:4]([C:7]([OH:9])=O)=[CH:5][N:6]=1.C(N(CC)CC)C.CN(C(ON1N=NC2C=CC=NC1=2)=[N+](C)C)C.F[P-](F)(F)(F)(F)F.[NH2:41][CH:42]1[CH2:47][CH2:46][N:45]([CH2:48][C:49]2[CH:56]=[CH:55][C:52]([C:53]#[N:54])=[CH:51][CH:50]=2)[CH2:44][CH2:43]1. Product: [Br:1][C:2]1[S:3][C:4]([C:7]([NH:41][CH:42]2[CH2:47][CH2:46][N:45]([CH2:48][C:49]3[CH:56]=[CH:55][C:52]([C:53]#[N:54])=[CH:51][CH:50]=3)[CH2:44][CH2:43]2)=[O:9])=[CH:5][N:6]=1. The catalyst class is: 6. (4) Reactant: [CH2:1]([C:7]1[CH:8]=[CH:9][C:10]2[CH2:11][C:12]3[C:25]([C:26](=O)[C:27]=2[CH:28]=1)=[CH:24][C:23]1[CH2:22][C:21]2[C:16](=[CH:17][C:18]([CH2:30][CH2:31][CH2:32][CH2:33][CH2:34][CH3:35])=[CH:19][CH:20]=2)[C:15](=O)[C:14]=1[CH:13]=3)[CH2:2][CH2:3][CH2:4][CH2:5][CH3:6]. Product: [CH2:1]([C:7]1[CH:8]=[CH:9][C:10]2[C:27](=[CH:26][C:25]3[C:12]([CH:11]=2)=[CH:13][C:14]2[C:23](=[CH:22][C:21]4[C:16]([CH:15]=2)=[CH:17][C:18]([CH2:30][CH2:31][CH2:32][CH2:33][CH2:34][CH3:35])=[CH:19][CH:20]=4)[CH:24]=3)[CH:28]=1)[CH2:2][CH2:3][CH2:4][CH2:5][CH3:6]. The catalyst class is: 270. (5) Reactant: [CH3:1][O:2][C:3]1[CH:4]=[C:5]2[C:9](=[CH:10][CH:11]=1)[N:8]([CH2:12][CH2:13][CH2:14][N:15]1[CH:19]=[C:18]([N+:20]([O-])=O)[CH:17]=[N:16]1)[CH2:7][CH2:6]2. Product: [CH3:1][O:2][C:3]1[CH:4]=[C:5]2[C:9](=[CH:10][CH:11]=1)[N:8]([CH2:12][CH2:13][CH2:14][N:15]1[CH:19]=[C:18]([NH2:20])[CH:17]=[N:16]1)[CH2:7][CH2:6]2. The catalyst class is: 458. (6) Reactant: [O:1]1[C:6]2[CH:7]=[CH:8][CH:9]=[CH:10][C:5]=2[O:4][CH2:3][C@@H:2]1[CH2:11][OH:12].C(N(CC)CC)C.[C:20]1([CH3:30])[CH:25]=[CH:24][C:23]([S:26](Cl)(=[O:28])=[O:27])=[CH:22][CH:21]=1. Product: [O:1]1[C:6]2[CH:7]=[CH:8][CH:9]=[CH:10][C:5]=2[O:4][CH2:3][C@@H:2]1[CH2:11][O:12][S:26]([C:23]1[CH:24]=[CH:25][C:20]([CH3:30])=[CH:21][CH:22]=1)(=[O:28])=[O:27]. The catalyst class is: 2. (7) Reactant: [CH3:1][O:2][C:3](=[O:35])[CH:4]([C:9]1[CH:14]=[C:13]([C:15]2[CH:20]=[CH:19][C:18]([C:21]([F:24])([F:23])[F:22])=[CH:17][CH:16]=2)[N:12]=[C:11]([C:25]2[CH:30]=[CH:29][C:28]([C:31]([F:34])([F:33])[F:32])=[CH:27][CH:26]=2)[CH:10]=1)[CH2:5][C:6]([CH3:8])=[CH2:7]. Product: [CH3:1][O:2][C:3](=[O:35])[CH:4]([C:9]1[CH:10]=[C:11]([C:25]2[CH:26]=[CH:27][C:28]([C:31]([F:32])([F:33])[F:34])=[CH:29][CH:30]=2)[N:12]=[C:13]([C:15]2[CH:16]=[CH:17][C:18]([C:21]([F:22])([F:23])[F:24])=[CH:19][CH:20]=2)[CH:14]=1)[CH2:5][CH:6]([CH3:8])[CH3:7]. The catalyst class is: 19. (8) Reactant: [OH-].[Na+].C(O)(=O)C(C(C(O)=O)O)O.[OH:13][C@@H:14]1[C:20]2[CH:21]=[CH:22][CH:23]=[CH:24][C:19]=2[N:18]([C:25]([NH2:27])=[O:26])[C:17]2[CH:28]=[CH:29][CH:30]=[CH:31][C:16]=2[CH2:15]1. Product: [OH:13][C@@H:14]1[C:20]2[CH:21]=[CH:22][CH:23]=[CH:24][C:19]=2[N:18]([C:25]([NH2:27])=[O:26])[C:17]2[CH:28]=[CH:29][CH:30]=[CH:31][C:16]=2[CH2:15]1. The catalyst class is: 5. (9) Reactant: [CH2:1]([O:8][C:9]1[CH:54]=[CH:53][C:12]([CH2:13][C:14]2[NH:18][C:17]3[CH:19]=[CH:20][C:21]([CH2:23][N:24]([CH2:45][C:46]([O:48]C(C)(C)C)=[O:47])[C:25](=[O:44])[C:26]4[CH:31]=[CH:30][C:29]([NH:32][C:33](=[O:43])[CH2:34][C:35]5[CH:40]=[CH:39][C:38]([O:41][CH3:42])=[CH:37][CH:36]=5)=[CH:28][CH:27]=4)=[CH:22][C:16]=3[N:15]=2)=[CH:11][CH:10]=1)[CH2:2][CH2:3][CH2:4][CH2:5][CH2:6][CH3:7].C(O)(C(F)(F)F)=O. Product: [CH2:1]([O:8][C:9]1[CH:54]=[CH:53][C:12]([CH2:13][C:14]2[NH:18][C:17]3[CH:19]=[CH:20][C:21]([CH2:23][N:24]([CH2:45][C:46]([OH:48])=[O:47])[C:25](=[O:44])[C:26]4[CH:31]=[CH:30][C:29]([NH:32][C:33](=[O:43])[CH2:34][C:35]5[CH:36]=[CH:37][C:38]([O:41][CH3:42])=[CH:39][CH:40]=5)=[CH:28][CH:27]=4)=[CH:22][C:16]=3[N:15]=2)=[CH:11][CH:10]=1)[CH2:2][CH2:3][CH2:4][CH2:5][CH2:6][CH3:7]. The catalyst class is: 2.